Dataset: Full USPTO retrosynthesis dataset with 1.9M reactions from patents (1976-2016). Task: Predict the reactants needed to synthesize the given product. (1) Given the product [N+:1]([C:4]1[CH:5]=[CH:6][C:7]2[CH2:8][CH2:9][CH2:10][NH:15][C:11](=[O:14])[C:12]=2[CH:13]=1)([O-:3])=[O:2], predict the reactants needed to synthesize it. The reactants are: [N+:1]([C:4]1[CH:13]=[C:12]2[C:7]([CH2:8][CH2:9][CH2:10][C:11]2=[O:14])=[CH:6][CH:5]=1)([O-:3])=[O:2].[N-:15]=[N+]=[N-].[Na+].S(=O)(=O)(O)O.[OH-].[NH4+]. (2) Given the product [CH3:1][S:2][C:3]1[N:4]=[CH:5][C:6]([CH2:9][C:11]2[C:19]3[CH:18]=[N:17][CH:16]=[N:15][C:14]=3[NH:13][CH:12]=2)=[CH:7][N:8]=1, predict the reactants needed to synthesize it. The reactants are: [CH3:1][S:2][C:3]1[N:8]=[CH:7][C:6]([CH:9]([C:11]2[C:19]3[CH:18]=[N:17][CH:16]=[N:15][C:14]=3[N:13]([Si](C(C)C)(C(C)C)C(C)C)[CH:12]=2)O)=[CH:5][N:4]=1.C([SiH](CC)CC)C.FC(F)(F)C(O)=O. (3) Given the product [OH:10][C:7]1[CH:6]=[C:3]2[C:2](=[CH:9][CH:8]=1)[O:1][CH2:14][C:13]([CH:11]=[O:12])=[CH:4]2, predict the reactants needed to synthesize it. The reactants are: [OH:1][C:2]1[CH:9]=[CH:8][C:7]([OH:10])=[CH:6][C:3]=1[CH:4]=O.[CH:11]([CH:13]=[CH2:14])=[O:12].C(=O)([O-])[O-].[K+].[K+]. (4) The reactants are: [Br:1][C:2]1[C:10]2[O:9][CH:8]([CH2:11][OH:12])[CH2:7][C:6]=2[CH:5]=[CH:4][CH:3]=1.[C:13]1([CH3:23])[CH:18]=[CH:17][C:16]([S:19](Cl)(=[O:21])=[O:20])=[CH:15][CH:14]=1. Given the product [CH3:23][C:13]1[CH:18]=[CH:17][C:16]([S:19]([O:12][CH2:11][CH:8]2[CH2:7][C:6]3[CH:5]=[CH:4][CH:3]=[C:2]([Br:1])[C:10]=3[O:9]2)(=[O:21])=[O:20])=[CH:15][CH:14]=1, predict the reactants needed to synthesize it. (5) Given the product [NH2:20][C:13]1[CH:14]=[CH:15][C:7]2[C:6]([NH:5][C:4]3[CH:17]=[CH:18][CH:19]=[C:2]([Br:1])[CH:3]=3)=[N:11][CH:10]=[N:9][C:8]=2[N:12]=1, predict the reactants needed to synthesize it. The reactants are: [Br:1][C:2]1[CH:3]=[C:4]([CH:17]=[CH:18][CH:19]=1)[NH:5][C:6]1[C:7]2[CH:15]=[CH:14][C:13](F)=[N:12][C:8]=2[N:9]=[CH:10][N:11]=1.[NH3:20]. (6) Given the product [CH3:11][C:9]1([CH3:10])[NH:4][CH2:1][CH2:2][NH:3][C:8]1=[O:13], predict the reactants needed to synthesize it. The reactants are: [CH2:1]([NH2:4])[CH2:2][NH2:3].C(O[C:8](=[O:13])[C:9](Br)([CH3:11])[CH3:10])C.[OH-].[K+]. (7) Given the product [CH2:12]([N:16]1[C:24]2[N:23]=[C:22]([Cl:25])[NH:21][C:20]=2[C:19](=[O:26])[N:18]([CH2:27][CH2:28][CH2:29][CH2:30][C:31]2[N:32]=[C:4]([C:3]3[CH:7]=[CH:8][C:9]([OH:11])=[CH:10][C:2]=3[F:1])[O:6][N:34]=2)[C:17]1=[O:35])[CH2:13][CH2:14][CH3:15], predict the reactants needed to synthesize it. The reactants are: [F:1][C:2]1[CH:10]=[C:9]([OH:11])[CH:8]=[CH:7][C:3]=1[C:4]([OH:6])=O.[CH2:12]([N:16]1[C:24]2[N:23]=[C:22]([Cl:25])[NH:21][C:20]=2[C:19](=[O:26])[N:18]([CH2:27][CH2:28][CH2:29][CH2:30][C:31](=[NH:34])[NH:32]O)[C:17]1=[O:35])[CH2:13][CH2:14][CH3:15]. (8) Given the product [NH:15]1[C:16]2[C:12](=[CH:11][C:10]([NH:9][CH:5]3[CH2:6][CH2:7][N:2]([CH3:1])[CH2:3][CH2:4]3)=[CH:18][CH:17]=2)[CH:13]=[N:14]1, predict the reactants needed to synthesize it. The reactants are: [CH3:1][N:2]1[CH2:7][CH2:6][C:5](=O)[CH2:4][CH2:3]1.[NH2:9][C:10]1[CH:11]=[C:12]2[C:16](=[CH:17][CH:18]=1)[NH:15][N:14]=[CH:13]2.CO.[BH4-].[Na+]. (9) Given the product [CH2:15]([N:12]1[CH2:13][CH2:14][N:9]([C:6]2[N:7]=[CH:8][C:3]([CH2:2][S:24][C:22]3[N:21]=[C:20]([OH:25])[CH:19]=[C:18]([CH3:17])[N:23]=3)=[CH:4][CH:5]=2)[CH2:10][CH2:11]1)[CH3:16], predict the reactants needed to synthesize it. The reactants are: Br[CH2:2][C:3]1[CH:4]=[CH:5][C:6]([N:9]2[CH2:14][CH2:13][N:12]([CH2:15][CH3:16])[CH2:11][CH2:10]2)=[N:7][CH:8]=1.[CH3:17][C:18]1[N:23]=[C:22]([SH:24])[N:21]=[C:20]([OH:25])[CH:19]=1.C(N(CC)CC)C.ClCCl. (10) Given the product [C:10]([O:14][C:15](=[O:33])[CH2:16][N:17]([S:18]([C:21]1[CH:30]=[C:29]2[C:24]([C:25]([Cl:32])=[CH:26][N:27]=[C:28]2[Cl:31])=[CH:23][CH:22]=1)(=[O:20])=[O:19])[CH2:3][C:4]1[CH:9]=[CH:8][N:7]=[CH:6][CH:5]=1)([CH3:13])([CH3:11])[CH3:12], predict the reactants needed to synthesize it. The reactants are: Cl.Cl[CH2:3][C:4]1[CH:9]=[CH:8][N:7]=[CH:6][CH:5]=1.[C:10]([O:14][C:15](=[O:33])[CH2:16][NH:17][S:18]([C:21]1[CH:30]=[C:29]2[C:24]([C:25]([Cl:32])=[CH:26][N:27]=[C:28]2[Cl:31])=[CH:23][CH:22]=1)(=[O:20])=[O:19])([CH3:13])([CH3:12])[CH3:11].C([O-])([O-])=O.[K+].[K+].